Dataset: Full USPTO retrosynthesis dataset with 1.9M reactions from patents (1976-2016). Task: Predict the reactants needed to synthesize the given product. (1) The reactants are: [F:1][C:2]1[CH:3]=[C:4]2[O:8][C:7]([C:9]3[N:10]=[C:11]4[N:15]([CH:16]=3)[N:14]=[C:13]([O:17][CH3:18])[S:12]4)=[CH:6][C:5]2=[C:19]([OH:21])[CH:20]=1.O[CH2:23][C:24]1[N:25]=[C:26]([C:30]2[CH:42]=[CH:41][C:33]([C:34]([O:36][C:37]([CH3:40])([CH3:39])[CH3:38])=[O:35])=[CH:32][CH:31]=2)[S:27][C:28]=1[CH3:29]. Given the product [F:1][C:2]1[CH:20]=[C:19]([O:21][CH2:23][C:24]2[N:25]=[C:26]([C:30]3[CH:42]=[CH:41][C:33]([C:34]([O:36][C:37]([CH3:38])([CH3:39])[CH3:40])=[O:35])=[CH:32][CH:31]=3)[S:27][C:28]=2[CH3:29])[C:5]2[CH:6]=[C:7]([C:9]3[N:10]=[C:11]4[N:15]([CH:16]=3)[N:14]=[C:13]([O:17][CH3:18])[S:12]4)[O:8][C:4]=2[CH:3]=1, predict the reactants needed to synthesize it. (2) Given the product [CH:1]1[CH:2]=[CH:3][C:4]2[S:15][C:14]3[CH:13]=[CH:12][CH:11]=[CH:10][C:9]=3[N:8]=[C:7]([N:16]3[CH2:21][CH2:20][N:19]([CH2:22][CH2:23][O:24][CH2:25][CH2:26][OH:27])[CH2:18][CH2:17]3)[C:5]=2[CH:6]=1.[C:38]([O-:43])(=[O:42])[C:39]([O-:41])=[O:40], predict the reactants needed to synthesize it. The reactants are: [CH:1]1[CH:2]=[CH:3][C:4]2[S:15][C:14]3[CH:13]=[CH:12][CH:11]=[CH:10][C:9]=3[N:8]=[C:7]([N:16]3[CH2:21][CH2:20][N:19]([CH2:22][CH2:23][O:24][CH2:25][CH2:26][OH:27])[CH2:18][CH2:17]3)[C:5]=2[CH:6]=1.C(/C(O)=O)=C\C(O)=O.O.N.[C:38]([OH:43])(=[O:42])[C:39]([OH:41])=[O:40]. (3) Given the product [CH3:14][O:12][C:11](=[O:13])[CH2:10][C:7]1[CH:8]=[CH:9][C:2]2[S:1][CH2:5][CH2:4][C:3]=2[CH:6]=1, predict the reactants needed to synthesize it. The reactants are: [S:1]1[CH2:5][CH2:4][C:3]2[CH:6]=[C:7]([CH2:10][C:11]([OH:13])=[O:12])[CH:8]=[CH:9][C:2]1=2.[CH3:14]O. (4) Given the product [C:1]([O:5][C:6]([CH:7]1[CH:25]([C:21]2[CH:22]=[CH:23][CH:24]=[C:19]([Cl:18])[C:20]=2[F:37])[C:26]([C:29]2[CH:30]=[CH:31][C:46]([Cl:47])=[C:33]([CH3:32])[CH:34]=2)([C:27]#[N:28])[CH:9]([CH2:10][C:11]([CH3:14])([CH3:13])[CH3:12])[NH:8]1)=[O:17])([CH3:4])([CH3:3])[CH3:2], predict the reactants needed to synthesize it. The reactants are: [C:1]([O:5][C:6](=[O:17])[CH2:7]/[N:8]=[CH:9]/[CH2:10][C:11]([CH:14]1CC1)([CH3:13])[CH3:12])([CH3:4])([CH3:3])[CH3:2].[Cl:18][C:19]1[C:20]([F:37])=[C:21](/[CH:25]=[C:26](/[C:29]2[CH:34]=[CH:33][C:32](Cl)=[C:31](C)[CH:30]=2)\[C:27]#[N:28])[CH:22]=[CH:23][CH:24]=1.C(N(CC)CC)C.Cl[CH2:46][Cl:47]. (5) The reactants are: [Cl:1][C:2]1[CH:8]=[C:7]([O:9][C:10]2[C:19]3[C:14](=[CH:15][C:16]([O:22][CH3:23])=[C:17]([O:20][CH3:21])[CH:18]=3)[N:13]=[CH:12][N:11]=2)[CH:6]=[CH:5][C:3]=1[NH2:4].C1(C)C=CC=CC=1.C(N(CC)CC)C.Cl[C:39](Cl)([O:41]C(=O)OC(Cl)(Cl)Cl)Cl.[CH2:50]([O:52][C:53]1[CH:61]=[CH:60][CH:59]=[CH:58][C:54]=1[CH:55]([OH:57])[CH3:56])[CH3:51]. Given the product [Cl:1][C:2]1[CH:8]=[C:7]([O:9][C:10]2[C:19]3[C:14](=[CH:15][C:16]([O:22][CH3:23])=[C:17]([O:20][CH3:21])[CH:18]=3)[N:13]=[CH:12][N:11]=2)[CH:6]=[CH:5][C:3]=1[NH:4][C:39](=[O:41])[O:57][CH:55]([C:54]1[CH:58]=[CH:59][CH:60]=[CH:61][C:53]=1[O:52][CH2:50][CH3:51])[CH3:56], predict the reactants needed to synthesize it. (6) Given the product [Cl:1][C:2]1[CH:3]=[CH:4][C:5]([CH3:11])=[C:6]([NH:8][C:9](=[S:10])[N:14]([CH2:12][CH3:13])[C:15]2[C:16]([CH3:22])=[N:17][N:18]([CH3:21])[C:19]=2[CH3:20])[CH:7]=1, predict the reactants needed to synthesize it. The reactants are: [Cl:1][C:2]1[CH:3]=[CH:4][C:5]([CH3:11])=[C:6]([N:8]=[C:9]=[S:10])[CH:7]=1.[CH2:12]([NH:14][C:15]1[C:16]([CH3:22])=[N:17][N:18]([CH3:21])[C:19]=1[CH3:20])[CH3:13]. (7) Given the product [C:14]([O:18][C:19](=[O:20])[CH:21]=[CH:12][CH2:11][C:4]1[CH:5]=[C:6]2[C:10](=[C:2]([CH3:1])[CH:3]=1)[NH:9][N:8]=[CH:7]2)([CH3:17])([CH3:16])[CH3:15], predict the reactants needed to synthesize it. The reactants are: [CH3:1][C:2]1[CH:3]=[C:4]([CH2:11][CH:12]=O)[CH:5]=[C:6]2[C:10]=1[NH:9][N:8]=[CH:7]2.[C:14]([O:18][C:19]([CH:21]=P(C1C=CC=CC=1)(C1C=CC=CC=1)C1C=CC=CC=1)=[O:20])([CH3:17])([CH3:16])[CH3:15]. (8) The reactants are: [NH2:1][C@H:2]1[CH2:10][C:9]2[C:4](=[CH:5][CH:6]=[C:7]([CH2:11][N:12]3[CH:16]=[C:15]([CH2:17][OH:18])[C:14]([C:19]([F:22])([F:21])[F:20])=[N:13]3)[CH:8]=2)[CH2:3]1.C(N(CC)CC)C.[CH3:30][S:31](Cl)(=[O:33])=[O:32]. Given the product [OH:18][CH2:17][C:15]1[C:14]([C:19]([F:22])([F:21])[F:20])=[N:13][N:12]([CH2:11][C:7]2[CH:8]=[C:9]3[C:4](=[CH:5][CH:6]=2)[CH2:3][C@@H:2]([NH:1][S:31]([CH3:30])(=[O:33])=[O:32])[CH2:10]3)[CH:16]=1, predict the reactants needed to synthesize it. (9) Given the product [Br:17][CH2:4][CH2:3][CH:2]([CH3:1])[CH2:6][CH2:7][CH2:8][CH:9]([CH3:11])[CH3:10], predict the reactants needed to synthesize it. The reactants are: [CH3:1][CH:2]([CH2:6][CH2:7][CH2:8][CH:9]([CH3:11])[CH3:10])[CH2:3][CH2:4]O.S(=O)(=O)(O)O.[BrH:17].